This data is from Full USPTO retrosynthesis dataset with 1.9M reactions from patents (1976-2016). The task is: Predict the reactants needed to synthesize the given product. (1) Given the product [C:1]([O:5][C:6]([N:8]1[CH2:9][CH2:10][CH:11]([C:14]2[CH:38]=[CH:37][C:17]3[C:18]4[N:22]([CH2:23][CH2:24][O:25][C:16]=3[CH:15]=2)[CH:21]=[C:20]([C:26]2[N:27]([CH:34]([CH3:35])[CH3:36])[N:28]=[C:29]([CH2:31][O:32][CH3:33])[N:30]=2)[N:19]=4)[CH2:12][CH2:13]1)=[O:7])([CH3:3])([CH3:2])[CH3:4], predict the reactants needed to synthesize it. The reactants are: [C:1]([O:5][C:6]([N:8]1[CH2:13][CH:12]=[C:11]([C:14]2[CH:38]=[CH:37][C:17]3[C:18]4[N:22]([CH2:23][CH2:24][O:25][C:16]=3[CH:15]=2)[CH:21]=[C:20]([C:26]2[N:27]([CH:34]([CH3:36])[CH3:35])[N:28]=[C:29]([CH2:31][O:32][CH3:33])[N:30]=2)[N:19]=4)[CH2:10][CH2:9]1)=[O:7])([CH3:4])([CH3:3])[CH3:2]. (2) Given the product [CH2:1]1[O:23][C:4]2([CH2:9][CH2:8][C:7]([C:28]#[N:29])([C:10]3[C:19]4[O:18][CH2:17][CH2:16][O:15][C:14]=4[C:13]([O:20][CH3:21])=[CH:12][CH:11]=3)[CH2:6][CH2:5]2)[O:3][CH2:2]1, predict the reactants needed to synthesize it. The reactants are: [CH2:1]1[O:23][C:4]2([CH2:9][CH2:8][C:7](O)([C:10]3[C:19]4[O:18][CH2:17][CH2:16][O:15][C:14]=4[C:13]([O:20][CH3:21])=[CH:12][CH:11]=3)[CH2:6][CH2:5]2)[O:3][CH2:2]1.C[Si]([C:28]#[N:29])(C)C.C(=O)(O)[O-].[Na+]. (3) The reactants are: [CH2:1]([NH:4][CH:5]1[CH2:14][C:13]2[C:8](=[CH:9][C:10]([O:15][S:16]([C:19]([F:22])([F:21])[F:20])(=[O:18])=[O:17])=[CH:11][CH:12]=2)[O:7][CH2:6]1)[CH2:2][CH3:3].[CH:23](=O)[C:24]1[CH:29]=[CH:28][CH:27]=[CH:26][CH:25]=1.C(O)(=O)C.C(O[BH-](OC(=O)C)OC(=O)C)(=O)C.[Na+].[OH-].[Na+]. Given the product [CH2:23]([N:4]([CH2:1][CH2:2][CH3:3])[CH:5]1[CH2:14][C:13]2[C:8](=[CH:9][C:10]([O:15][S:16]([C:19]([F:22])([F:21])[F:20])(=[O:18])=[O:17])=[CH:11][CH:12]=2)[O:7][CH2:6]1)[C:24]1[CH:29]=[CH:28][CH:27]=[CH:26][CH:25]=1, predict the reactants needed to synthesize it. (4) Given the product [C:36]([C:34]1[CH:35]=[C:27]([NH:26][C:22]2[N:21]=[C:20]([O:19][C:12]3[C:13]4[C:18](=[CH:17][CH:16]=[CH:15][CH:14]=4)[C:9]([NH:8][C:6](=[O:7])[O:5][C:1]([CH3:3])([CH3:4])[CH3:2])=[CH:10][CH:11]=3)[CH:25]=[CH:24][N:23]=2)[CH:28]=[C:29]([C:30](=[O:32])[NH:53][C@@H:48]([CH3:49])[CH2:47][N:52]2[CH2:51][CH2:50][O:75][CH2:68][CH2:70]2)[CH:33]=1)#[CH:37], predict the reactants needed to synthesize it. The reactants are: [C:1]([O:5][C:6]([NH:8][C:9]1[C:18]2[C:13](=[CH:14][CH:15]=[CH:16][CH:17]=2)[C:12]([O:19][C:20]2[CH:25]=[CH:24][N:23]=[C:22]([NH:26][C:27]3[CH:28]=[C:29]([CH:33]=[C:34]([C:36]#[CH:37])[CH:35]=3)[C:30]([OH:32])=O)[N:21]=2)=[CH:11][CH:10]=1)=[O:7])([CH3:4])([CH3:3])[CH3:2].CN(C(ON1N=[N:53][C:48]2[CH:49]=[CH:50][CH:51]=[N:52][C:47]1=2)=[N+](C)C)C.F[P-](F)(F)(F)(F)F.CCN([CH:68]([CH3:70])C)C(C)C.CN(C=[O:75])C.